This data is from Reaction yield outcomes from USPTO patents with 853,638 reactions. The task is: Predict the reaction yield, written as a fraction of the theoretical maximum amount of product (1.0 means a 100% yield; for example, 0.34 means a 34% yield). (1) The yield is 0.150. The reactants are [Cl:1][C:2]1[CH:12]=[CH:11][C:5]([O:6][CH2:7][C:8]([OH:10])=O)=[C:4]([NH:13][C:14]([NH2:16])=[O:15])[CH:3]=1.[F:17][C:18]1[CH:32]=[CH:31][C:21]([O:22][CH2:23][C@H:24]2[O:29][CH2:28][CH:27]([CH3:30])[NH:26][CH2:25]2)=[CH:20][CH:19]=1.CCN=C=NCCCN(C)C.C1C=CC2N(O)N=NC=2C=1.CCN(C(C)C)C(C)C. The product is [Cl:1][C:2]1[CH:12]=[CH:11][C:5]([O:6][CH2:7][C:8]([N:26]2[CH:27]([CH3:30])[CH2:28][O:29][C@H:24]([CH2:23][O:22][C:21]3[CH:31]=[CH:32][C:18]([F:17])=[CH:19][CH:20]=3)[CH2:25]2)=[O:10])=[C:4]([NH:13][C:14]([NH2:16])=[O:15])[CH:3]=1. The catalyst is ClCCl.O. (2) The reactants are C([O:3][C:4]1[CH2:13][C:12]2[C:11]([NH2:14])=[CH:10][CH:9]=[CH:8][C:7]=2[CH2:6][CH:5]=1)C.Cl.C(=O)(O)[O-].[Na+]. The catalyst is O1CCCC1. The product is [NH2:14][C:11]1[CH:10]=[CH:9][CH:8]=[C:7]2[C:12]=1[CH2:13][C:4](=[O:3])[CH2:5][CH2:6]2. The yield is 0.780. (3) The reactants are [C:1]([C:3]1[C:4]([NH2:10])=[N:5][C:6]([NH2:9])=[CH:7][CH:8]=1)#[CH:2].[CH2:11]([C:18]1[N:23]=[CH:22][C:21]([CH2:24][C:25](Cl)=[N:26][OH:27])=[CH:20][CH:19]=1)[C:12]1[CH:17]=[CH:16][CH:15]=[CH:14][CH:13]=1.C(N(CC)CC)C. The catalyst is O1CCCC1. The product is [CH2:11]([C:18]1[N:23]=[CH:22][C:21]([CH2:24][C:25]2[CH:2]=[C:1]([C:3]3[C:4]([NH2:10])=[N:5][C:6]([NH2:9])=[CH:7][CH:8]=3)[O:27][N:26]=2)=[CH:20][CH:19]=1)[C:12]1[CH:13]=[CH:14][CH:15]=[CH:16][CH:17]=1. The yield is 0.800. (4) The reactants are C([O:8][C:9]1[CH:14]=[C:13]([C:15]([F:18])([F:17])[F:16])[CH:12]=[CH:11][C:10]=1[C:19]1[CH:24]=[C:23]([CH2:25][NH:26][C:27]([C@@H:29]2[CH2:33][C@@H:32]([F:34])[CH2:31][N:30]2[S:35]([C:38]2[CH:43]=[CH:42][C:41]([F:44])=[CH:40][CH:39]=2)(=[O:37])=[O:36])=[O:28])[CH:22]=[CH:21][N:20]=1)C1C=CC=CC=1. The yield is 0.710. The product is [F:34][C@H:32]1[CH2:31][N:30]([S:35]([C:38]2[CH:39]=[CH:40][C:41]([F:44])=[CH:42][CH:43]=2)(=[O:36])=[O:37])[C@H:29]([C:27]([NH:26][CH2:25][C:23]2[CH:22]=[CH:21][N:20]=[C:19]([C:10]3[CH:11]=[CH:12][C:13]([C:15]([F:18])([F:17])[F:16])=[CH:14][C:9]=3[OH:8])[CH:24]=2)=[O:28])[CH2:33]1. The catalyst is CO.[Pd]. (5) The reactants are [F:1][C:2]1[CH:18]=[CH:17][CH:16]=[C:15]([C:19](F)(F)F)[C:3]=1[CH2:4][N:5]1[C:10]([CH3:11])=[C:9](I)[C:8](=[O:13])[NH:7][C:6]1=[O:14].[Cl:23][C:24]1[C:29]([O:30][CH3:31])=[CH:28][CH:27]=[CH:26][C:25]=1B1OC(C)(C)C(C)(C)O1.[OH-].[Na+].C(O)(=O)C. The catalyst is O.C1C=CC(/C=C/C(/C=C/C2C=CC=CC=2)=O)=CC=1.C1C=CC(/C=C/C(/C=C/C2C=CC=CC=2)=O)=CC=1.C1C=CC(/C=C/C(/C=C/C2C=CC=CC=2)=O)=CC=1.[Pd].[Pd]. The product is [Cl:23][C:24]1[C:29]([O:30][CH3:31])=[CH:28][CH:27]=[CH:26][C:25]=1[C:9]1[C:8](=[O:13])[NH:7][C:6](=[O:14])[N:5]([CH2:4][C:3]2[C:15]([CH3:19])=[CH:16][CH:17]=[CH:18][C:2]=2[F:1])[C:10]=1[CH3:11]. The yield is 0.700. (6) The reactants are [CH3:1][C:2]1[CH:7]=[CH:6][C:5]([NH:8][C:9](=[O:14])[C:10]([F:13])([F:12])[F:11])=[CH:4][C:3]=1[NH:15][C:16](=O)[C:17]([F:20])([F:19])[F:18].C1C(=O)N(Br)C(=O)C1.C1C=CC(P(C2C=CC=CC=2)C2C=CC=CC=2)=CC=1. The catalyst is C(Cl)(Cl)(Cl)Cl.C1(C)C=CC=CC=1. The product is [F:11][C:10]([F:13])([F:12])[C:9]([NH:8][C:5]1[CH:4]=[C:3]2[C:2]([CH:1]=[C:16]([C:17]([F:20])([F:19])[F:18])[NH:15]2)=[CH:7][CH:6]=1)=[O:14]. The yield is 0.250. (7) The reactants are [O:1]1[CH2:6][CH2:5][N:4]([CH2:7][CH2:8][N:9]2[CH:13]=[C:12]([C:14]3[CH:23]=[C:22]([O:24][CH2:25][CH2:26][C@@H:27]4[NH:41][C:40](=[O:42])[N:39]([CH3:43])[CH2:38][CH2:37][CH2:36][CH2:35][CH:34]=[CH:33][C@H:32]5[C@@:30]([C:44](O)=[O:45])([CH2:31]5)[NH:29][C:28]4=[O:47])[C:21]4[C:16](=[C:17]([CH3:50])[C:18]([O:48][CH3:49])=[CH:19][CH:20]=4)[N:15]=3)[CH:11]=[N:10]2)[CH2:3][CH2:2]1.[CH3:51][C:52]1([S:55]([NH2:58])(=[O:57])=[O:56])[CH2:54][CH2:53]1. No catalyst specified. The product is [O:1]1[CH2:6][CH2:5][N:4]([CH2:7][CH2:8][N:9]2[CH:13]=[C:12]([C:14]3[CH:23]=[C:22]([O:24][CH2:25][CH2:26][C@@H:27]4[NH:41][C:40](=[O:42])[N:39]([CH3:43])[CH2:38][CH2:37][CH2:36][CH2:35][CH:34]=[CH:33][C@H:32]5[C@@:30]([C:44]([NH:58][S:55]([C:52]6([CH3:51])[CH2:54][CH2:53]6)(=[O:57])=[O:56])=[O:45])([CH2:31]5)[NH:29][C:28]4=[O:47])[C:21]4[C:16](=[C:17]([CH3:50])[C:18]([O:48][CH3:49])=[CH:19][CH:20]=4)[N:15]=3)[CH:11]=[N:10]2)[CH2:3][CH2:2]1. The yield is 0.100.